The task is: Predict the reactants needed to synthesize the given product.. This data is from Full USPTO retrosynthesis dataset with 1.9M reactions from patents (1976-2016). (1) Given the product [C:1]([C:3]1[CH:8]=[CH:7][C:6]([C:9]2[O:13][C:12]([C:14]3[N:15]=[C:16]4[C:21]([CH3:26])=[CH:20][C:19]([C:22]#[N:23])=[CH:18][N:17]4[CH:24]=3)=[CH:11][CH:10]=2)=[CH:5][CH:4]=1)#[N:2], predict the reactants needed to synthesize it. The reactants are: [C:1]([C:3]1[CH:8]=[CH:7][C:6]([C:9]2[O:13][C:12]([C:14]3[N:15]=[C:16]4[CH:21]=[CH:20][C:19]([C:22]#[N:23])=[CH:18][N:17]4[CH:24]=3)=[CH:11][CH:10]=2)=[CH:5][CH:4]=1)#[N:2].Br[C:26]1OC(C2N=C3C(C)=CC(C#N)=CN3C=2)=CC=1.C(O)(=O)C.C(C1C=CC(C2OC(C3N=C4CCC(C(N)=N)CN4C=3)=CC=2)=CC=1)(=N)N. (2) Given the product [CH2:1]([O:3][C:4]([C:6]1[C:15](=[O:16])[C:14]2[C:9](=[C:10]([CH2:18][OH:19])[CH:11]=[C:12]([I:17])[CH:13]=2)[NH:8][CH:7]=1)=[O:5])[CH3:2], predict the reactants needed to synthesize it. The reactants are: [CH2:1]([O:3][C:4]([C:6]1[C:15](=[O:16])[C:14]2[C:9](=[C:10]([CH2:18][O:19]C(=O)C)[CH:11]=[C:12]([I:17])[CH:13]=2)[NH:8][CH:7]=1)=[O:5])[CH3:2].[O-]CC.[Na+]. (3) Given the product [C:11]1([CH2:10][CH2:9][S:17]([C:18]2[N:23]=[N:22][C:21]([N:24]3[CH2:25][CH2:26][N:27]([C:30]([C:32]4[CH:37]=[CH:36][CH:35]=[CH:34][C:33]=4[C:38]([F:41])([F:40])[F:39])=[O:31])[CH2:28][CH2:29]3)=[CH:20][CH:19]=2)=[O:8])[CH:16]=[CH:15][CH:14]=[CH:13][CH:12]=1, predict the reactants needed to synthesize it. The reactants are: I([O-])(=O)(=O)=O.[Na+].C[OH:8].[CH2:9]([S:17][C:18]1[N:23]=[N:22][C:21]([N:24]2[CH2:29][CH2:28][N:27]([C:30]([C:32]3[CH:37]=[CH:36][CH:35]=[CH:34][C:33]=3[C:38]([F:41])([F:40])[F:39])=[O:31])[CH2:26][CH2:25]2)=[CH:20][CH:19]=1)[CH2:10][C:11]1[CH:16]=[CH:15][CH:14]=[CH:13][CH:12]=1. (4) Given the product [Cl:18][C:12]1[O:13][C:9]2[CH:8]=[CH:7][C:6]([S:3]([CH2:1][CH3:2])(=[O:5])=[O:4])=[CH:15][C:10]=2[N:11]=1, predict the reactants needed to synthesize it. The reactants are: [CH2:1]([S:3]([C:6]1[CH:7]=[CH:8][C:9]2[O:13][C:12](S)=[N:11][C:10]=2[CH:15]=1)(=[O:5])=[O:4])[CH3:2].S(Cl)([Cl:18])=O. (5) The reactants are: Cl.[CH3:2][C:3]1[C:7]([CH2:8][N:9]2[CH:13]=[C:12]([NH2:14])[CH:11]=[N:10]2)=[C:6]([CH3:15])[O:5][N:4]=1.[OH:16][C:17]1[C:22]([O:23][CH3:24])=[CH:21][C:20]([CH2:25][C:26](O)=[O:27])=[CH:19][C:18]=1[O:29][CH3:30].C1CN([P+](ON2N=NC3C=CC=CC2=3)(N2CCCC2)N2CCCC2)CC1.F[P-](F)(F)(F)(F)F.C(N(CC)CC)C. Given the product [CH3:2][C:3]1[C:7]([CH2:8][N:9]2[CH:13]=[C:12]([NH:14][C:26](=[O:27])[CH2:25][C:20]3[CH:21]=[C:22]([O:23][CH3:24])[C:17]([OH:16])=[C:18]([O:29][CH3:30])[CH:19]=3)[CH:11]=[N:10]2)=[C:6]([CH3:15])[O:5][N:4]=1, predict the reactants needed to synthesize it. (6) Given the product [CH3:34][N:33]([CH3:35])[CH2:32][CH2:31][N:18]1[C:19]([CH3:30])=[C:20]([C:2]2[NH:3][C:4]3[C:9]([C:10]=2[CH:11]=[O:12])=[CH:8][C:7]([O:13][CH3:14])=[CH:6][CH:5]=3)[C:16]([CH3:15])=[N:17]1, predict the reactants needed to synthesize it. The reactants are: Br[C:2]1[NH:3][C:4]2[C:9]([C:10]=1[CH:11]=[O:12])=[CH:8][C:7]([O:13][CH3:14])=[CH:6][CH:5]=2.[CH3:15][C:16]1[C:20](B2OC(C)(C)C(C)(C)O2)=[C:19]([CH3:30])[N:18]([CH2:31][CH2:32][N:33]([CH3:35])[CH3:34])[N:17]=1.C1(P(C2C=CC=CC=2)C2C=CC=CC=2)C=CC=CC=1.P([O-])([O-])([O-])=O.[K+].[K+].[K+].Cl. (7) Given the product [F:14][C:10]1[CH:9]=[C:8]2[C:13]([C:5]([C:3](=[O:4])[CH:2]([NH:26][C:25]3[CH:27]=[CH:28][CH:29]=[C:23]([O:22][CH3:21])[CH:24]=3)[C:15]3[CH:20]=[CH:19][CH:18]=[CH:17][CH:16]=3)=[CH:6][NH:7]2)=[CH:12][CH:11]=1, predict the reactants needed to synthesize it. The reactants are: Cl[CH:2]([C:15]1[CH:20]=[CH:19][CH:18]=[CH:17][CH:16]=1)[C:3]([C:5]1[C:13]2[C:8](=[CH:9][C:10]([F:14])=[CH:11][CH:12]=2)[NH:7][CH:6]=1)=[O:4].[CH3:21][O:22][C:23]1[CH:24]=[C:25]([CH:27]=[CH:28][CH:29]=1)[NH2:26].CCN(C(C)C)C(C)C.[I-].[Na+]. (8) Given the product [Br-:32].[OH:9][C:8]([C:16]1[CH:21]=[CH:20][CH:19]=[CH:18][CH:17]=1)([C:10]1[CH:15]=[CH:14][CH:13]=[CH:12][CH:11]=1)[C:4]12[CH2:7][N+:1]([CH2:31][CH2:30][O:29][CH2:28][C:22]3[CH:27]=[CH:26][CH:25]=[CH:24][CH:23]=3)([CH2:6][CH2:5]1)[CH2:2][CH2:3]2, predict the reactants needed to synthesize it. The reactants are: [N:1]12[CH2:7][C:4]([C:8]([C:16]3[CH:21]=[CH:20][CH:19]=[CH:18][CH:17]=3)([C:10]3[CH:15]=[CH:14][CH:13]=[CH:12][CH:11]=3)[OH:9])([CH2:5][CH2:6]1)[CH2:3][CH2:2]2.[C:22]1([CH2:28][O:29][CH2:30][CH2:31][Br:32])[CH:27]=[CH:26][CH:25]=[CH:24][CH:23]=1. (9) Given the product [C:45]1([C:51]2[CH:52]=[C:53]([CH2:54][NH:55][C:38](=[O:40])[C:37]3[CH:41]=[CH:42][CH:43]=[N:44][C:36]=3[NH2:35])[CH:56]=[CH:57][CH:58]=2)[CH:46]=[CH:47][CH:48]=[CH:49][CH:50]=1, predict the reactants needed to synthesize it. The reactants are: CN([P+](ON1N=NC2C=CC=CC1=2)(N(C)C)N(C)C)C.F[P-](F)(F)(F)(F)F.C(N(CC)CC)C.[NH2:35][C:36]1[N:44]=[CH:43][CH:42]=[CH:41][C:37]=1[C:38]([OH:40])=O.[C:45]1([C:51]2[CH:52]=[C:53]([CH:56]=[CH:57][CH:58]=2)[CH2:54][NH2:55])[CH:50]=[CH:49][CH:48]=[CH:47][CH:46]=1. (10) Given the product [C:1]([NH:4][C:5]1[CH:17]=[C:16]2[C:8]([C:9]3[C:14]([CH2:18][CH2:19][CH2:20][CH3:21])([CH2:15]2)[CH2:13][CH2:12][C:11](=[O:22])[C:10]=3[C:32]([O:34][CH2:35][CH3:36])=[CH2:33])=[CH:7][C:6]=1[F:24])(=[O:3])[CH3:2], predict the reactants needed to synthesize it. The reactants are: [C:1]([NH:4][C:5]1[CH:17]=[C:16]2[C:8]([C:9]3[C:14]([CH2:18][CH2:19][CH2:20][CH3:21])([CH2:15]2)[CH2:13][CH2:12][C:11](=[O:22])[C:10]=3Br)=[CH:7][C:6]=1[F:24])(=[O:3])[CH3:2].N#N.C([Sn](CCCC)(CCCC)[C:32]([O:34][CH2:35][CH3:36])=[CH2:33])CCC.